Task: Predict which catalyst facilitates the given reaction.. Dataset: Catalyst prediction with 721,799 reactions and 888 catalyst types from USPTO (1) Reactant: Cl[C:2]1[N:7]=[C:6]([C:8]2[CH:13]=[CH:12][CH:11]=[C:10]([Cl:14])[N:9]=2)[N:5]=[C:4]([NH:15][CH:16]2[CH2:19][O:18][CH2:17]2)[N:3]=1.[F:20][C:21]([F:30])([F:29])[C:22]1[CH:27]=[C:26]([NH2:28])[CH:25]=[CH:24][N:23]=1.C(O[Na])(C)(C)C. Product: [Cl:14][C:10]1[N:9]=[C:8]([C:6]2[N:5]=[C:4]([NH:15][CH:16]3[CH2:19][O:18][CH2:17]3)[N:3]=[C:2]([NH:28][C:26]3[CH:25]=[CH:24][N:23]=[C:22]([C:21]([F:30])([F:20])[F:29])[CH:27]=3)[N:7]=2)[CH:13]=[CH:12][CH:11]=1. The catalyst class is: 75. (2) Reactant: [Cl:1][CH2:2][CH2:3][CH2:4][S:5]([O:8][CH2:9][C:10]([CH3:26])([CH3:25])[CH:11]([O:15][CH2:16][C:17]1[CH:22]=[CH:21][C:20]([O:23][CH3:24])=[CH:19][CH:18]=1)[C:12]([OH:14])=[O:13])(=[O:7])=[O:6].C(Cl)(=O)C(Cl)=O.[CH2:33](O)[C:34]1[CH:39]=[CH:38][CH:37]=[CH:36][CH:35]=1.N1C=CC=CC=1. Product: [Cl:1][CH2:2][CH2:3][CH2:4][S:5]([O:8][CH2:9][C:10]([CH3:26])([CH3:25])[CH:11]([O:15][CH2:16][C:17]1[CH:22]=[CH:21][C:20]([O:23][CH3:24])=[CH:19][CH:18]=1)[C:12]([O:14][CH2:33][C:34]1[CH:39]=[CH:38][CH:37]=[CH:36][CH:35]=1)=[O:13])(=[O:7])=[O:6]. The catalyst class is: 4. (3) Reactant: C(OC(=O)[NH:10][C@@H:11]1[CH2:17][CH2:16][CH2:15][N:14]([C:18]2[N:19]([CH3:47])[N:20]=[CH:21][C:22]=2[NH:23][C:24]([C:26]2[N:27]=[C:28]([C:39]3[CH:44]=[CH:43][C:42]([F:45])=[CH:41][C:40]=3[F:46])[S:29][C:30]=2[NH:31]C(OC(C)(C)C)=O)=[O:25])[CH2:13][CH2:12]1)C1C=CC=CC=1.B(Br)(Br)Br. Product: [NH2:31][C:30]1[S:29][C:28]([C:39]2[CH:44]=[CH:43][C:42]([F:45])=[CH:41][C:40]=2[F:46])=[N:27][C:26]=1[C:24]([NH:23][C:22]1[CH:21]=[N:20][N:19]([CH3:47])[C:18]=1[N:14]1[CH2:15][CH2:16][CH2:17][C@@H:11]([NH2:10])[CH2:12][CH2:13]1)=[O:25]. The catalyst class is: 2.